Dataset: Full USPTO retrosynthesis dataset with 1.9M reactions from patents (1976-2016). Task: Predict the reactants needed to synthesize the given product. (1) Given the product [CH3:18][S:19]([O:10][CH2:9][C@@H:8]1[CH2:7][CH2:6][C:3]2([CH2:5][CH2:4]2)[N:2]1[CH3:1])(=[O:21])=[O:20], predict the reactants needed to synthesize it. The reactants are: [CH3:1][N:2]1[C@H:8]([CH2:9][OH:10])[CH2:7][CH2:6][C:3]21[CH2:5][CH2:4]2.C(N(CC)CC)C.[CH3:18][S:19](Cl)(=[O:21])=[O:20]. (2) Given the product [CH3:40][O:39][C:37]1[C:34]([CH2:35][CH2:1][CH3:2])=[C:33]([OH:41])[CH:32]=[C:31]([O:30][CH3:29])[CH:38]=1, predict the reactants needed to synthesize it. The reactants are: [CH2:1](Br)[CH3:2].C1(P(C2C=CC=CC=2)C2C=CC=CC=2)C=CC=CC=1.[OH-].[Na+].CS(C)=O.[CH3:29][O:30][C:31]1[CH:38]=[C:37]([O:39][CH3:40])[C:34]([CH:35]=O)=[C:33]([OH:41])[CH:32]=1. (3) Given the product [Cl:1][C:2]1[CH:7]=[CH:6][N:5]=[C:4]([CH:8]([NH:10][C:11]2[O:12][C:13]3[C:19]([O:20][CH3:21])=[CH:18][C:17]([C:22]([N:30]4[C@H:29]([CH2:32][CH2:33][OH:34])[CH2:28][O:27][C:26]([CH3:35])([CH3:25])[CH2:31]4)=[O:24])=[CH:16][C:14]=3[N:15]=2)[CH3:9])[CH:3]=1, predict the reactants needed to synthesize it. The reactants are: [Cl:1][C:2]1[CH:7]=[CH:6][N:5]=[C:4]([CH:8]([NH:10][C:11]2[O:12][C:13]3[C:19]([O:20][CH3:21])=[CH:18][C:17]([C:22]([OH:24])=O)=[CH:16][C:14]=3[N:15]=2)[CH3:9])[CH:3]=1.[CH3:25][C:26]1([CH3:35])[CH2:31][NH:30][C@H:29]([CH2:32][CH2:33][OH:34])[CH2:28][O:27]1.C(N(CC)C(C)C)(C)C.CN(C(ON1N=NC2C=CC=NC1=2)=[N+](C)C)C.F[P-](F)(F)(F)(F)F. (4) The reactants are: [NH2:1][CH:2]([C:20]1[CH:25]=[CH:24][C:23]([F:26])=[CH:22][CH:21]=1)[C:3]1[N:12]=[C:11]([NH:13][C:14]2[CH:18]=[C:17]([CH3:19])[NH:16][N:15]=2)[C:10]2[C:5](=[CH:6][CH:7]=[CH:8][CH:9]=2)[N:4]=1.C[CH2:28][OH:29]. Given the product [F:26][C:23]1[CH:22]=[CH:21][C:20]([CH:2]([C:3]2[N:12]=[C:11]([NH:13][C:14]3[CH:18]=[C:17]([CH3:19])[NH:16][N:15]=3)[C:10]3[C:5](=[CH:6][CH:7]=[CH:8][CH:9]=3)[N:4]=2)[NH:1][CH:28]=[O:29])=[CH:25][CH:24]=1, predict the reactants needed to synthesize it. (5) Given the product [C:19]([O:23][C:24](=[O:32])[C:25]([O-:26])=[CH:12][C:11]([C:14]1[O:15][CH:16]=[CH:17][CH:18]=1)=[O:13])([CH3:22])([CH3:21])[CH3:20].[Li+:1], predict the reactants needed to synthesize it. The reactants are: [Li+:1].C[Si]([N-][Si](C)(C)C)(C)C.[C:11]([C:14]1[O:15][CH:16]=[CH:17][CH:18]=1)(=[O:13])[CH3:12].[C:19]([O:23][C:24](=[O:32])[C:25](OC(C)(C)C)=[O:26])([CH3:22])([CH3:21])[CH3:20]. (6) The reactants are: [F:1][C:2]1[CH:3]=[CH:4][C:5]([O:10][CH:11]2[CH2:16][CH2:15][S:14][CH2:13][CH2:12]2)=[C:6]([CH:9]=1)[CH:7]=O.[Li+].C[Si]([N-:22][Si](C)(C)C)(C)C.[C:27](Cl)(=[O:29])[CH3:28].[CH3:31][SiH:32]([CH3:34])[CH3:33]. Given the product [F:1][C:2]1[CH:3]=[CH:4][C:5]([O:10][CH:11]2[CH2:16][CH2:15][S:14][CH2:13][CH2:12]2)=[C:6]([CH:7]=[N:22][C:27]([O:29][Si:32]([CH3:34])([CH3:33])[CH3:31])=[CH2:28])[CH:9]=1, predict the reactants needed to synthesize it. (7) Given the product [NH2:75][C:72]1[CH:73]=[CH:74][C:69]([CH2:68][C:9]([CH2:8][C:7]2[CH:78]=[CH:79][C:4]([NH2:1])=[CH:5][CH:6]=2)([CH2:40][C:41](=[O:67])/[CH:42]=[CH:43]/[C:44]2[CH:49]=[CH:48][C:47]([O:50][C:51](=[O:66])[C:52]3[CH:57]=[CH:56][C:55]([O:58][CH2:59][CH2:60][CH2:61][C:62]([F:63])([F:64])[F:65])=[CH:54][CH:53]=3)=[CH:46][CH:45]=2)[C:10]([C:13](=[O:39])/[CH:14]=[CH:15]/[C:16]2[CH:17]=[CH:18][C:19]([O:22][C:23](=[O:38])[C:24]3[CH:25]=[CH:26][C:27]([O:30][CH2:31][CH2:32][CH2:33][C:34]([F:37])([F:36])[F:35])=[CH:28][CH:29]=3)=[CH:20][CH:21]=2)([OH:11])[OH:12])=[CH:70][CH:71]=1, predict the reactants needed to synthesize it. The reactants are: [N+:1]([C:4]1[CH:79]=[CH:78][C:7]([CH2:8][C:9]([CH2:68][C:69]2[CH:74]=[CH:73][C:72]([N+:75]([O-])=O)=[CH:71][CH:70]=2)([CH2:40][C:41](=[O:67])/[CH:42]=[CH:43]/[C:44]2[CH:49]=[CH:48][C:47]([O:50][C:51](=[O:66])[C:52]3[CH:57]=[CH:56][C:55]([O:58][CH2:59][CH2:60][CH2:61][C:62]([F:65])([F:64])[F:63])=[CH:54][CH:53]=3)=[CH:46][CH:45]=2)[C:10]([C:13](=[O:39])/[CH:14]=[CH:15]/[C:16]2[CH:21]=[CH:20][C:19]([O:22][C:23](=[O:38])[C:24]3[CH:29]=[CH:28][C:27]([O:30][CH2:31][CH2:32][CH2:33][C:34]([F:37])([F:36])[F:35])=[CH:26][CH:25]=3)=[CH:18][CH:17]=2)([OH:12])[OH:11])=[CH:6][CH:5]=1)([O-])=O.CCCCCC. (8) Given the product [F:19][C:16]([F:17])([F:18])[C:15]1[O:20][C:2]([C@H:3]([NH:5][C:6](=[O:12])[O:7][C:8]([CH3:9])([CH3:10])[CH3:11])[CH3:4])=[N:13][N:14]=1, predict the reactants needed to synthesize it. The reactants are: O=[C:2]([NH:13][NH:14][C:15](=[O:20])[C:16]([F:19])([F:18])[F:17])[C@H:3]([NH:5][C:6](=[O:12])[O:7][C:8]([CH3:11])([CH3:10])[CH3:9])[CH3:4].CCN(C(C)C)C(C)C.C1(P(C2C=CC=CC=2)C2C=CC=CC=2)C=CC=CC=1.ClC(Cl)(Cl)C(Cl)(Cl)Cl.